Dataset: Full USPTO retrosynthesis dataset with 1.9M reactions from patents (1976-2016). Task: Predict the reactants needed to synthesize the given product. (1) Given the product [Cl:23][C:20]1[CH:19]=[CH:18][N:17]=[C:16]2[CH:15]=[C:14]([C:12]([N:9]3[CH2:10][CH:11]4[CH:7]([CH:6]4[N:3]([CH3:2])[CH3:26])[CH2:8]3)=[O:13])[S:22][C:21]=12, predict the reactants needed to synthesize it. The reactants are: [BH3-][C:2]#[N:3].[Na+].N[CH:6]1[CH:11]2[CH:7]1[CH2:8][N:9]([C:12]([C:14]1[S:22][C:21]3[C:16](=[N:17][CH:18]=[CH:19][C:20]=3[Cl:23])[CH:15]=1)=[O:13])[CH2:10]2.C=O.[CH3:26]C(O)=O. (2) Given the product [CH3:22][C:21]1[C:12]([C:10]([C:7]2[CH:6]=[CH:5][C:4]([C:3]([OH:27])=[O:2])=[CH:9][CH:8]=2)=[O:11])=[CH:13][C:14]2[C:15]([CH3:26])([CH3:25])[CH2:16][CH2:17][C:18]([CH3:23])([CH3:24])[C:19]=2[CH:20]=1, predict the reactants needed to synthesize it. The reactants are: C[O:2][C:3](=[O:27])[C:4]1[CH:9]=[CH:8][C:7]([C:10]([C:12]2[C:21]([CH3:22])=[CH:20][C:19]3[C:18]([CH3:24])([CH3:23])[CH2:17][CH2:16][C:15]([CH3:26])([CH3:25])[C:14]=3[CH:13]=2)=[O:11])=[CH:6][CH:5]=1.[OH-].[Na+].Cl.